Dataset: Reaction yield outcomes from USPTO patents with 853,638 reactions. Task: Predict the reaction yield, written as a fraction of the theoretical maximum amount of product (1.0 means a 100% yield; for example, 0.34 means a 34% yield). (1) The reactants are Br[C:2]1[CH:3]=[N:4][C:5]([C:8]2[CH2:9][CH2:10][O:11][CH2:12][CH:13]=2)=[N:6][CH:7]=1.[F:14][C:15]1[CH:20]=[C:19]([C:21]([O:23][CH3:24])=[O:22])[C:18]([F:25])=[CH:17][C:16]=1[NH:26][S:27]([C:30]1[CH:35]=[CH:34][C:33](B(O)O)=[CH:32][CH:31]=1)(=[O:29])=[O:28].C(=O)([O-])[O-].[Na+].[Na+]. The catalyst is O1CCOCC1.O.C1C=CC(P(C2C=CC=CC=2)[C-]2C=CC=C2)=CC=1.C1C=CC(P(C2C=CC=CC=2)[C-]2C=CC=C2)=CC=1.Cl[Pd]Cl.[Fe+2]. The product is [O:11]1[CH2:12][CH:13]=[C:8]([C:5]2[N:4]=[CH:3][C:2]([C:33]3[CH:32]=[CH:31][C:30]([S:27]([NH:26][C:16]4[C:15]([F:14])=[CH:20][C:19]([C:21]([O:23][CH3:24])=[O:22])=[C:18]([F:25])[CH:17]=4)(=[O:29])=[O:28])=[CH:35][CH:34]=3)=[CH:7][N:6]=2)[CH2:9][CH2:10]1. The yield is 0.410. (2) No catalyst specified. The yield is 0.290. The product is [CH:11]12[O:16][CH:14]([CH2:13][CH2:12]1)[CH2:15][N:9]([C:4]1[N:5]=[C:6]([Cl:8])[N:7]=[C:2]([C:25]3[CH:24]=[CH:23][C:22]([NH:21][C:19]([NH:18][CH3:17])=[O:20])=[CH:27][CH:26]=3)[N:3]=1)[CH2:10]2. The reactants are Cl[C:2]1[N:7]=[C:6]([Cl:8])[N:5]=[C:4]([N:9]2[CH2:15][CH:14]3[O:16][CH:11]([CH2:12][CH2:13]3)[CH2:10]2)[N:3]=1.[CH3:17][NH:18][C:19]([NH:21][C:22]1[CH:27]=[CH:26][C:25](B2OC(C)(C)C(C)(C)O2)=[CH:24][CH:23]=1)=[O:20]. (3) The reactants are [OH:1][C:2]1[CH:3]=[C:4]([C@H:8]2[CH2:12][CH2:11][C@:10]3([CH2:16][CH2:15][NH:14][C:13]3=[O:17])[N:9]2[C:18]([O:20][C:21]([CH3:24])([CH3:23])[CH3:22])=[O:19])[CH:5]=[CH:6][CH:7]=1.[F:25][C:26]1[CH:33]=[CH:32][CH:31]=[CH:30][C:27]=1[CH2:28]Br. No catalyst specified. The product is [F:25][C:26]1[CH:33]=[CH:32][CH:31]=[CH:30][C:27]=1[CH2:28][O:1][C:2]1[CH:3]=[C:4]([C@H:8]2[CH2:12][CH2:11][C@:10]3([CH2:16][CH2:15][NH:14][C:13]3=[O:17])[N:9]2[C:18]([O:20][C:21]([CH3:24])([CH3:23])[CH3:22])=[O:19])[CH:5]=[CH:6][CH:7]=1. The yield is 0.780. (4) The reactants are Br[C:2]1[CH:35]=[CH:34][C:5]([NH:6][C:7]2[C:16]3[C:11](=[CH:12][C:13]([O:19][CH2:20][CH:21]4CCN(C(OC(C)(C)C)=O)[CH2:23][CH2:22]4)=[C:14]([O:17][CH3:18])[CH:15]=3)[N:10]=[CH:9][N:8]=2)=[C:4]([F:36])[CH:3]=1.[Cl:37]C1C=CC(N)=C(F)C=1.[CH3:46][CH:47](O)[CH3:48]. No catalyst specified. The product is [ClH:37].[CH2:20]([O:19][C:13]1[CH:12]=[C:11]2[C:16]([C:7]([NH:6][C:5]3[CH:34]=[CH:35][C:2]([Cl:37])=[CH:3][C:4]=3[F:36])=[N:8][CH:9]=[N:10]2)=[CH:15][C:14]=1[O:17][CH3:18])[C:21]1[CH:48]=[CH:47][CH:46]=[CH:23][CH:22]=1. The yield is 0.640.